This data is from Reaction yield outcomes from USPTO patents with 853,638 reactions. The task is: Predict the reaction yield, written as a fraction of the theoretical maximum amount of product (1.0 means a 100% yield; for example, 0.34 means a 34% yield). (1) The reactants are [CH3:1][N:2]1[CH2:15][CH2:14][C:5]2[NH:6][C:7]3[CH:8]=[CH:9][C:10]([CH3:13])=[CH:11][C:12]=3[C:4]=2[CH2:3]1.[OH-].[K+].[CH3:18][C:19]1[CH:24]=[N:23][C:22]([CH:25]=[CH2:26])=[CH:21][N:20]=1. The catalyst is CN1CCCC1=O.O. The product is [CH3:1][N:2]1[CH2:15][CH2:14][C:5]2[N:6]([CH2:26][CH2:25][C:22]3[CH:21]=[N:20][C:19]([CH3:18])=[CH:24][N:23]=3)[C:7]3[CH:8]=[CH:9][C:10]([CH3:13])=[CH:11][C:12]=3[C:4]=2[CH2:3]1. The yield is 0.310. (2) The reactants are [CH3:1][C:2]1[O:3][C:4]([C:8]([OH:10])=O)=[C:5]([CH3:7])[N:6]=1.O1CCCC1.C(Cl)(=O)C(Cl)=O.[NH2:22][C:23]1[CH:24]=[C:25]([CH:42]=[CH:43][CH:44]=1)[O:26][C:27]1[CH:28]=[CH:29][C:30]2[N:31]([N:33]=[C:34]([NH:36][C:37]([CH:39]3[CH2:41][CH2:40]3)=[O:38])[N:35]=2)[CH:32]=1. The catalyst is CN(C)C=O.CN(C)C(=O)C. The product is [CH:39]1([C:37]([NH:36][C:34]2[N:35]=[C:30]3[CH:29]=[CH:28][C:27]([O:26][C:25]4[CH:24]=[C:23]([NH:22][C:8]([C:4]5[O:3][C:2]([CH3:1])=[N:6][C:5]=5[CH3:7])=[O:10])[CH:44]=[CH:43][CH:42]=4)=[CH:32][N:31]3[N:33]=2)=[O:38])[CH2:40][CH2:41]1. The yield is 0.710. (3) The reactants are [CH:1]1[C:10]2[C:5](=[CH:6][CH:7]=[CH:8][CH:9]=2)[CH:4]=[CH:3][C:2]=1[S:11]([CH:14]1[CH2:19][CH2:18][NH:17][CH2:16][CH2:15]1)(=[O:13])=[O:12].Cl[C:21]1[C:30]2[C:25](=[CH:26][CH:27]=[CH:28][CH:29]=2)[CH:24]=[CH:23][N:22]=1. The yield is 0.310. The product is [CH:1]1[C:10]2[C:5](=[CH:6][CH:7]=[CH:8][CH:9]=2)[CH:4]=[CH:3][C:2]=1[S:11]([CH:14]1[CH2:19][CH2:18][N:17]([C:21]2[C:30]3[C:25](=[CH:26][CH:27]=[CH:28][CH:29]=3)[CH:24]=[CH:23][N:22]=2)[CH2:16][CH2:15]1)(=[O:12])=[O:13]. No catalyst specified.